This data is from Forward reaction prediction with 1.9M reactions from USPTO patents (1976-2016). The task is: Predict the product of the given reaction. Given the reactants Cl[S:2]([CH2:5][CH2:6][CH2:7][NH:8][C:9](=[O:11])[CH3:10])(=[O:4])=[O:3].[OH:12][CH2:13][C:14]([CH3:23])([CH3:22])[CH2:15][CH:16]1[CH2:20][O:19][C:18](=[O:21])[O:17]1.C(N(CC)CC)C, predict the reaction product. The product is: [C:9]([NH:8][CH2:7][CH2:6][CH2:5][S:2]([O:12][CH2:13][C:14]([CH3:23])([CH3:22])[CH2:15][CH:16]1[CH2:20][O:19][C:18](=[O:21])[O:17]1)(=[O:4])=[O:3])(=[O:11])[CH3:10].